The task is: Predict which catalyst facilitates the given reaction.. This data is from Catalyst prediction with 721,799 reactions and 888 catalyst types from USPTO. Reactant: [NH2:1][C:2]1[CH:11]=[CH:10][C:5]([C:6]([O:8][CH3:9])=[O:7])=[CH:4][C:3]=1[O:12][CH:13]([F:15])[F:14].Cl[C:17]1[N:22]=[C:21]([NH:23][CH3:24])[C:20]([Cl:25])=[CH:19][N:18]=1.Cl.O1CCOCC1. Product: [Cl:25][C:20]1[C:21]([NH:23][CH3:24])=[N:22][C:17]([NH:1][C:2]2[CH:11]=[CH:10][C:5]([C:6]([O:8][CH3:9])=[O:7])=[CH:4][C:3]=2[O:12][CH:13]([F:14])[F:15])=[N:18][CH:19]=1. The catalyst class is: 51.